Dataset: Forward reaction prediction with 1.9M reactions from USPTO patents (1976-2016). Task: Predict the product of the given reaction. (1) Given the reactants [N:1]12[CH2:8][CH2:7][CH:4]([CH2:5][CH2:6]1)[C@H:3](OS(C)(=O)=O)[CH2:2]2.[CH2:14]([SH:18])[CH:15]([CH3:17])[CH3:16], predict the reaction product. The product is: [CH2:14]([S:18][C@@H:3]1[CH:4]2[CH2:7][CH2:8][N:1]([CH2:6][CH2:5]2)[CH2:2]1)[CH:15]([CH3:17])[CH3:16]. (2) Given the reactants [Br:1][CH2:2][C:3]([NH2:5])=[O:4].N[CH2:7][CH2:8][O:9][CH2:10][CH2:11][O:12][CH2:13][CH2:14][O:15][CH2:16][CH2:17][NH:18][C:19](=[O:27])[CH2:20][CH2:21][CH2:22][CH2:23][C:24]([OH:26])=[O:25].BrCC(Br)=O, predict the reaction product. The product is: [Br:1][CH2:2][C:3](=[O:4])[NH:5][CH2:7][CH2:8][O:9][CH2:10][CH2:11][O:12][CH2:13][CH2:14][O:15][CH2:16][CH2:17][NH:18][C:19](=[O:27])[CH2:20][CH2:21][CH2:22][CH2:23][C:24]([OH:26])=[O:25]. (3) Given the reactants [O:1]=[C:2]1[CH:7]=[CH:6][C:5]([C:8]2[C:9]([C:24]3[CH:29]=[CH:28][CH:27]=[CH:26][CH:25]=3)=[N:10][N:11]3[CH:16]=[CH:15][C:14]([O:17][CH2:18][C:19]([O:21]CC)=[O:20])=[CH:13][C:12]=23)=[N:4][N:3]1[CH:30]([CH3:32])[CH3:31].[OH-].[Na+], predict the reaction product. The product is: [O:1]=[C:2]1[CH:7]=[CH:6][C:5]([C:8]2[C:9]([C:24]3[CH:29]=[CH:28][CH:27]=[CH:26][CH:25]=3)=[N:10][N:11]3[CH:16]=[CH:15][C:14]([O:17][CH2:18][C:19]([OH:21])=[O:20])=[CH:13][C:12]=23)=[N:4][N:3]1[CH:30]([CH3:32])[CH3:31]. (4) Given the reactants Cl.[F:2][C:3]1[CH:4]=[C:5]([CH2:13][C:14]([NH:16][C:17]2[CH:26]=[CH:25][CH:24]=[C:23]3[C:18]=2[CH2:19][CH2:20][NH:21][CH2:22]3)=[O:15])[CH:6]=[CH:7][C:8]=1[C:9]([F:12])([F:11])[F:10].[CH2:27]([CH:29]1[O:31][CH2:30]1)[Cl:28].[F-].[K+].C(=O)([O-])[O-].[K+].[K+].CC(C)=O, predict the reaction product. The product is: [Cl:28][CH2:27][CH:29]([OH:31])[CH2:30][N:21]1[CH2:20][CH2:19][C:18]2[C:23](=[CH:24][CH:25]=[CH:26][C:17]=2[NH:16][C:14](=[O:15])[CH2:13][C:5]2[CH:6]=[CH:7][C:8]([C:9]([F:10])([F:12])[F:11])=[C:3]([F:2])[CH:4]=2)[CH2:22]1.